This data is from Forward reaction prediction with 1.9M reactions from USPTO patents (1976-2016). The task is: Predict the product of the given reaction. Given the reactants O.O.[Cl-].[CH3:4][O:5][C:6](=[O:34])[C:7]1[C:8](=[CH:13][C:14]([N:17]([CH2:27][C:28]2[CH:33]=[CH:32][CH:31]=[CH:30][CH:29]=2)[C:18]2[CH:23]=[CH:22][CH:21]=[CH:20][C:19]=2[N+:24]([O-])=O)=[CH:15][CH:16]=1)[C:9]([O:11][CH3:12])=[O:10].O, predict the reaction product. The product is: [CH3:4][O:5][C:6](=[O:34])[C:7]1[C:8](=[CH:13][C:14]([N:17]([C:18]2[CH:23]=[CH:22][CH:21]=[CH:20][C:19]=2[NH2:24])[CH2:27][C:28]2[CH:33]=[CH:32][CH:31]=[CH:30][CH:29]=2)=[CH:15][CH:16]=1)[C:9]([O:11][CH3:12])=[O:10].